This data is from Full USPTO retrosynthesis dataset with 1.9M reactions from patents (1976-2016). The task is: Predict the reactants needed to synthesize the given product. Given the product [N+:18]([C:21]1[CH:22]=[C:23]([CH:26]=[C:10]2[C:11]3[C:16](=[CH:15][CH:14]=[CH:13][CH:12]=3)[C:7](=[O:38])[O:17]2)[S:24][CH:25]=1)([O-:20])=[O:19], predict the reactants needed to synthesize it. The reactants are: COP([C:7]1[C:16]2[C:11](=[CH:12][CH:13]=[CH:14][CH:15]=2)[C:10](=[O:17])NN=1)(=O)OC.[N+:18]([C:21]1[CH:22]=[C:23]([CH:26]=O)[S:24][CH:25]=1)([O-:20])=[O:19].C(N(CC)CC)C.C1C[O:38]CC1.